This data is from Reaction yield outcomes from USPTO patents with 853,638 reactions. The task is: Predict the reaction yield, written as a fraction of the theoretical maximum amount of product (1.0 means a 100% yield; for example, 0.34 means a 34% yield). (1) The reactants are [CH3:1][C:2]1[C:3]([CH2:9][N:10]([CH2:16][C:17]2[C:22]([CH:23]([CH3:25])[CH3:24])=[CH:21][CH:20]=[CH:19][N:18]=2)[CH2:11][CH2:12][CH2:13][CH2:14][NH2:15])=[N:4][CH:5]=[C:6]([CH3:8])[CH:7]=1.C[Si]([N:30]=[C:31]=[O:32])(C)C. The catalyst is CC(O)C. The product is [CH3:1][C:2]1[C:3]([CH2:9][N:10]([CH2:16][C:17]2[C:22]([CH:23]([CH3:25])[CH3:24])=[CH:21][CH:20]=[CH:19][N:18]=2)[CH2:11][CH2:12][CH2:13][CH2:14][NH:15][C:31]([NH2:30])=[O:32])=[N:4][CH:5]=[C:6]([CH3:8])[CH:7]=1. The yield is 0.640. (2) The reactants are [C:1]1([N:7]2[C:11]([CH2:12][CH:13]([CH3:19])[C:14]([O:16]CC)=[O:15])=[CH:10][CH:9]=[C:8]2[CH3:20])[CH:6]=[CH:5][CH:4]=[CH:3][CH:2]=1.Cl.[CH3:22][CH2:23]CCC. The catalyst is CCOCC. The product is [CH2:22]([C:13]([CH3:19])([CH2:12][C:11]1[N:7]([C:1]2[CH:2]=[CH:3][CH:4]=[CH:5][CH:6]=2)[C:8]([CH3:20])=[CH:9][CH:10]=1)[C:14]([OH:16])=[O:15])[CH3:23]. The yield is 0.847. (3) The reactants are [Br:1][C:2]1[CH:7]=[CH:6][C:5]([CH:8]([NH:15][CH3:16])[CH2:9][N:10]2[CH2:14][CH2:13][CH2:12][CH2:11]2)=[CH:4][CH:3]=1.[Cl:17][C:18]1[CH:19]=[C:20]([N:25]([CH3:30])[CH2:26][C:27]([OH:29])=O)[CH:21]=[CH:22][C:23]=1[Cl:24].C(Cl)CCl.C1C=CC2N(O)N=NC=2C=1.C(N(CC)CC)C. The catalyst is C(Cl)Cl. The product is [Br:1][C:2]1[CH:7]=[CH:6][C:5]([CH:8]([N:15]([CH3:16])[C:27](=[O:29])[CH2:26][N:25]([C:20]2[CH:21]=[CH:22][C:23]([Cl:24])=[C:18]([Cl:17])[CH:19]=2)[CH3:30])[CH2:9][N:10]2[CH2:14][CH2:13][CH2:12][CH2:11]2)=[CH:4][CH:3]=1. The yield is 0.480. (4) The yield is 0.790. The product is [CH3:13][O:12][C:10](=[O:11])[CH2:9][C:4]1[CH:5]=[CH:6][CH:7]=[CH:8][C:3]=1[C:1]#[C:2][C:26]1[C:27]([C:28]([F:29])([F:30])[F:31])=[CH:22][N:23]=[C:24]([NH:32][C:33]2[CH:38]=[CH:37][C:36]([CH:39]3[CH2:44][CH2:43][CH2:42][N:41]([C:45]([O:47][C:48]([CH3:51])([CH3:50])[CH3:49])=[O:46])[CH2:40]3)=[CH:35][CH:34]=2)[N:25]=1. The reactants are [C:1]([C:3]1[CH:8]=[CH:7][CH:6]=[CH:5][C:4]=1[CH2:9][C:10]([O:12][CH3:13])=[O:11])#[CH:2].C(N(CC)CC)C.Cl[C:22]1[C:27]([C:28]([F:31])([F:30])[F:29])=[CH:26][N:25]=[C:24]([NH:32][C:33]2[CH:38]=[CH:37][C:36]([CH:39]3[CH2:44][CH2:43][CH2:42][N:41]([C:45]([O:47][C:48]([CH3:51])([CH3:50])[CH3:49])=[O:46])[CH2:40]3)=[CH:35][CH:34]=2)[N:23]=1.C1(P(C2C=CC=CC=2)C2C=CC=CC=2)C=CC=CC=1. The catalyst is CN(C=O)C.[Cu]I.